Dataset: Experimentally validated miRNA-target interactions with 360,000+ pairs, plus equal number of negative samples. Task: Binary Classification. Given a miRNA mature sequence and a target amino acid sequence, predict their likelihood of interaction. The miRNA is gga-miR-23b-5p with sequence GGGUUCCUGGCAUGAUGAUUU. The protein sequence of the target gene is MAAYSYRPGPGAGPGPAAGAALPDQSFLWNVFQRVDKDRSGVISDTELQQALSNGTWTPFNPVTVRSIISMFDRENKAGVNFSEFTGVWKYITDWQNVFRTYDRDNSGMIDKNELKQALSGFGYRLSDQFHDILIRKFDRQGRGQIAFDDFIQGCIVLQRLTDIFRRYDTDQDGWIQVSYEQYLSMVFSIV. Result: 0 (no interaction).